This data is from Reaction yield outcomes from USPTO patents with 853,638 reactions. The task is: Predict the reaction yield, written as a fraction of the theoretical maximum amount of product (1.0 means a 100% yield; for example, 0.34 means a 34% yield). (1) The catalyst is CO.C1COCC1. The reactants are [F:1][C:2]1[CH:3]=[C:4]([NH:18][C:19]([NH:21][C:22](=[O:31])[CH2:23][C:24]2[CH:29]=[CH:28][C:27]([F:30])=[CH:26][CH:25]=2)=[O:20])[CH:5]=[CH:6][C:7]=1[O:8][C:9]1[CH:14]=[CH:13][N:12]=[CH:11][C:10]=1[N+:15]([O-])=O. The yield is 0.740. The product is [NH2:15][C:10]1[CH:11]=[N:12][CH:13]=[CH:14][C:9]=1[O:8][C:7]1[CH:6]=[CH:5][C:4]([NH:18][C:19]([NH:21][C:22](=[O:31])[CH2:23][C:24]2[CH:29]=[CH:28][C:27]([F:30])=[CH:26][CH:25]=2)=[O:20])=[CH:3][C:2]=1[F:1]. (2) The reactants are [O:1]1[CH:5]=[CH:4][C:3]([C:6]2[CH:15]=[CH:14][C:13]3[CH2:12][N:11](C(OC(C)(C)C)=O)[CH2:10][CH2:9][C:8]=3[N:7]=2)=[CH:2]1.C(OCC)(=O)C.[ClH:29]. No catalyst specified. The product is [ClH:29].[ClH:29].[O:1]1[CH:5]=[CH:4][C:3]([C:6]2[CH:15]=[CH:14][C:13]3[CH2:12][NH:11][CH2:10][CH2:9][C:8]=3[N:7]=2)=[CH:2]1. The yield is 0.800. (3) The yield is 0.300. The product is [CH3:1][O:2][C:3]1[CH:4]=[C:5]2[C:10](=[CH:11][C:12]=1[O:13][CH3:14])[N:9]=[CH:8][CH:7]=[C:6]2[S:15][C:16]1[S:17][C:18]([NH2:21])=[CH:19][N:20]=1. The catalyst is [Fe].CO.C(OCC)(=O)C. The reactants are [CH3:1][O:2][C:3]1[CH:4]=[C:5]2[C:10](=[CH:11][C:12]=1[O:13][CH3:14])[N:9]=[CH:8][CH:7]=[C:6]2[S:15][C:16]1[S:17][C:18]([N+:21]([O-])=O)=[CH:19][N:20]=1.[Cl-].[NH4+].C(O)C.O. (4) The reactants are [O-:1][CH2:2][CH3:3].[Na+].Cl[C:6]1[N:19]=[C:18]([O:20][CH2:21][C:22]([F:25])([F:24])[F:23])[CH:17]=[CH:16][C:7]=1[C:8]([O:10][CH2:11][C:12](F)(F)F)=[O:9].O. The catalyst is O1CCCC1. The product is [CH2:2]([O:1][C:6]1[N:19]=[C:18]([O:20][CH2:21][C:22]([F:25])([F:23])[F:24])[CH:17]=[CH:16][C:7]=1[C:8]([O:10][CH2:11][CH3:12])=[O:9])[CH3:3]. The yield is 0.880.